This data is from Forward reaction prediction with 1.9M reactions from USPTO patents (1976-2016). The task is: Predict the product of the given reaction. (1) Given the reactants Cl.Cl.Cl.[O:4]1[C:12]2[CH:11]=[CH:10][N:9]=[C:8]([N:13]3[CH2:18][CH2:17][N:16]([CH2:19][CH2:20][C@H:21]4[CH2:26][CH2:25][C@H:24]([NH2:27])[CH2:23][CH2:22]4)[CH2:15][CH2:14]3)[C:7]=2[CH2:6][CH2:5]1.[O:28]1[CH2:33][CH2:32][CH:31]([C:34](O)=[O:35])[CH2:30][CH2:29]1, predict the reaction product. The product is: [O:4]1[C:12]2[CH:11]=[CH:10][N:9]=[C:8]([N:13]3[CH2:18][CH2:17][N:16]([CH2:19][CH2:20][C@H:21]4[CH2:26][CH2:25][C@H:24]([NH:27][C:34]([CH:31]5[CH2:32][CH2:33][O:28][CH2:29][CH2:30]5)=[O:35])[CH2:23][CH2:22]4)[CH2:15][CH2:14]3)[C:7]=2[CH2:6][CH2:5]1. (2) Given the reactants [C:1]([O:5][C:6]([N:8]1[CH2:12][CH:11]([O:13][C:14]2[CH:19]=[CH:18][CH:17]=[CH:16][CH:15]=2)[CH:10]2[N:20](C(OCC3C=CC=CC=3)=O)[CH2:21][CH2:22][CH:9]12)=[O:7])([CH3:4])([CH3:3])[CH3:2], predict the reaction product. The product is: [C:1]([O:5][C:6]([N:8]1[CH2:12][CH:11]([O:13][C:14]2[CH:15]=[CH:16][CH:17]=[CH:18][CH:19]=2)[CH:10]2[NH:20][CH2:21][CH2:22][CH:9]12)=[O:7])([CH3:4])([CH3:2])[CH3:3]. (3) Given the reactants [C:1]([C:3]1[C:4]([N:20]2[CH2:25][CH2:24][N:23](C(OC(C)(C)C)=O)[C@H:22]([CH:33]3[CH2:35][CH2:34]3)[CH2:21]2)=[N:5][C:6]([CH:17]2[CH2:19][CH2:18]2)=[C:7]([C:9]2[N:10]=[N:11][CH:12]=[C:13]([CH:15]=[CH2:16])[CH:14]=2)[CH:8]=1)#[N:2], predict the reaction product. The product is: [CH:17]1([C:6]2[C:7]([C:9]3[N:10]=[N:11][CH:12]=[C:13]([CH:15]=[CH2:16])[CH:14]=3)=[CH:8][C:3]([C:1]#[N:2])=[C:4]([N:20]3[CH2:25][CH2:24][NH:23][C@H:22]([CH:33]4[CH2:35][CH2:34]4)[CH2:21]3)[N:5]=2)[CH2:18][CH2:19]1. (4) The product is: [NH2:1][C@H:2]([C:26]([OH:28])=[O:27])[CH2:3][CH2:4][C:5]([NH:7][C@H:8]([C:12]([NH:14][CH2:15][C:16]([OH:18])=[O:17])=[O:13])[CH:9]([CH3:11])[CH3:10])=[O:6]. Given the reactants [NH:1](C(OCC1C=CC=CC=1)=O)[C@H:2]([C:26]([O:28]CC1C=CC=CC=1)=[O:27])[CH2:3][CH2:4][C:5]([NH:7][C@H:8]([C:12]([NH:14][CH2:15][C:16]([O:18]CC1C=CC=CC=1)=[O:17])=[O:13])[CH:9]([CH3:11])[CH3:10])=[O:6].O, predict the reaction product.